This data is from NCI-60 drug combinations with 297,098 pairs across 59 cell lines. The task is: Regression. Given two drug SMILES strings and cell line genomic features, predict the synergy score measuring deviation from expected non-interaction effect. (1) Drug 1: CC1=C(C=C(C=C1)NC(=O)C2=CC=C(C=C2)CN3CCN(CC3)C)NC4=NC=CC(=N4)C5=CN=CC=C5. Drug 2: C1=NC(=NC(=O)N1C2C(C(C(O2)CO)O)O)N. Cell line: OVCAR-5. Synergy scores: CSS=-4.85, Synergy_ZIP=0.137, Synergy_Bliss=0.317, Synergy_Loewe=-30.8, Synergy_HSA=-12.2. (2) Drug 1: CC1C(C(CC(O1)OC2CC(CC3=C2C(=C4C(=C3O)C(=O)C5=C(C4=O)C(=CC=C5)OC)O)(C(=O)C)O)N)O.Cl. Drug 2: CC1CCC2CC(C(=CC=CC=CC(CC(C(=O)C(C(C(=CC(C(=O)CC(OC(=O)C3CCCCN3C(=O)C(=O)C1(O2)O)C(C)CC4CCC(C(C4)OC)OCCO)C)C)O)OC)C)C)C)OC. Cell line: NCI-H522. Synergy scores: CSS=24.8, Synergy_ZIP=0.201, Synergy_Bliss=3.87, Synergy_Loewe=4.67, Synergy_HSA=6.74. (3) Drug 1: CC1C(C(CC(O1)OC2CC(CC3=C2C(=C4C(=C3O)C(=O)C5=C(C4=O)C(=CC=C5)OC)O)(C(=O)CO)O)N)O.Cl. Drug 2: CN(C(=O)NC(C=O)C(C(C(CO)O)O)O)N=O. Cell line: K-562. Synergy scores: CSS=8.61, Synergy_ZIP=1.81, Synergy_Bliss=12.1, Synergy_Loewe=5.75, Synergy_HSA=7.19.